From a dataset of hERG Central: cardiac toxicity at 1µM, 10µM, and general inhibition. Predict hERG channel inhibition at various concentrations. (1) The molecule is CN(C)CCCN(C(=O)CCc1ccccc1)c1nc2ccc(F)cc2s1.Cl. Results: hERG_inhib (hERG inhibition (general)): blocker. (2) The compound is Cl.O=C(COc1ccc(Br)cc1CNC1CCCC1)Nc1ccccc1. Results: hERG_inhib (hERG inhibition (general)): blocker. (3) The compound is CCCN1Cc2cccc(C(=O)N3CCN(c4cc(Cl)ccc4C)CC3)c2C1=O. Results: hERG_inhib (hERG inhibition (general)): blocker. (4) The molecule is Cc1cc(Cl)ccc1OCCCC(=O)NCCCn1ccnc1. Results: hERG_inhib (hERG inhibition (general)): blocker. (5) Results: hERG_inhib (hERG inhibition (general)): blocker. The compound is N#Cc1ccc(CSc2nnc(-c3ccncc3)n2CCc2ccccc2)cc1.